This data is from Reaction yield outcomes from USPTO patents with 853,638 reactions. The task is: Predict the reaction yield, written as a fraction of the theoretical maximum amount of product (1.0 means a 100% yield; for example, 0.34 means a 34% yield). (1) The yield is 0.200. The reactants are Cl[S:2]([C:5]1[CH:6]=[C:7]2[C:11](=[CH:12][CH:13]=1)[NH:10][C:9](=[O:14])[CH2:8]2)(=[O:4])=[O:3].[OH-].[NH4+:16]. The catalyst is C(O)C. The product is [NH2:16][S:2]([C:5]1[CH:6]=[C:7]2[C:11](=[CH:12][CH:13]=1)[NH:10][C:9](=[O:14])[CH2:8]2)(=[O:4])=[O:3]. (2) The product is [Cl:34][C:35]1[CH:40]=[CH:39][CH:38]=[CH:37][C:36]=1[CH2:41][CH2:42][CH2:43][N:44]1[C:49](=[O:50])[C:48]([CH2:51][N:11]2[CH2:12][CH2:13][N:8]([CH3:6])[CH2:9][CH2:10]2)=[CH:47][C:46]([C:57]2[CH:62]=[CH:61][C:60]([F:63])=[C:59]([CH3:64])[CH:58]=2)=[N:45]1. The reactants are C(O[C:6]([N:8]1[CH2:13][CH2:12][N:11](C2C(=O)N(CC(C)C)N=C(C3C=CC(C)=C(F)C=3)C=2C)[CH2:10][CH2:9]1)=O)(C)(C)C.[Cl:34][C:35]1[CH:40]=[CH:39][CH:38]=[CH:37][C:36]=1[CH2:41][CH2:42][CH2:43][N:44]1[C:49](=[O:50])[C:48]([CH2:51]OS(C)(=O)=O)=[CH:47][C:46]([C:57]2[CH:62]=[CH:61][C:60]([F:63])=[C:59]([CH3:64])[CH:58]=2)=[N:45]1. The yield is 0.667. No catalyst specified. (3) The reactants are [NH2:1][C:2]1[C:3]([C:19]([NH:21][CH2:22][C:23]([C:25]2[CH:30]=[CH:29][CH:28]=[CH:27][CH:26]=2)=O)=[O:20])=[N:4][C:5]([N:8]2[CH2:13][CH2:12][N:11]([S:14]([CH2:17][CH3:18])(=[O:16])=[O:15])[CH2:10][CH2:9]2)=[CH:6][N:7]=1.C([O-])(O)=O.[Na+]. The catalyst is OS(O)(=O)=O. The product is [CH2:17]([S:14]([N:11]1[CH2:10][CH2:9][N:8]([C:5]2[N:4]=[C:3]([C:19]3[O:20][C:23]([C:25]4[CH:26]=[CH:27][CH:28]=[CH:29][CH:30]=4)=[CH:22][N:21]=3)[C:2]([NH2:1])=[N:7][CH:6]=2)[CH2:13][CH2:12]1)(=[O:15])=[O:16])[CH3:18]. The yield is 0.0600. (4) The reactants are [CH2:1]([C:3]1[C:4]2[N:5]([CH:10]=[C:11]([CH3:13])[N:12]=2)[N:6]=[C:7]([CH3:9])[CH:8]=1)[CH3:2].[CH2:14]([CH:16]([C:19]1[C:20]2[N:21]([C:26](I)=[C:27]([CH3:29])[N:28]=2)[N:22]=[C:23]([CH3:25])[CH:24]=1)[CH2:17][CH3:18])[CH3:15]. No catalyst specified. The product is [CH2:14]([CH:16]([C:19]1[C:20]2[N:21]([C:26]([C:10]3[N:5]4[N:6]=[C:7]([CH3:9])[CH:8]=[C:3]([CH2:1][CH3:2])[C:4]4=[N:12][C:11]=3[CH3:13])=[C:27]([CH3:29])[N:28]=2)[N:22]=[C:23]([CH3:25])[CH:24]=1)[CH2:17][CH3:18])[CH3:15]. The yield is 0.380. (5) The yield is 0.850. The product is [C:1]([O:5][C:6]([N:8]1[CH2:12][C:11](=[N:13][O:14][CH2:15][C:38]2[CH:43]=[CH:42][C:41]([O:44][CH3:45])=[CH:40][CH:39]=2)[CH2:10][C@H:9]1[C:16]([OH:18])=[O:17])=[O:7])([CH3:4])([CH3:2])[CH3:3]. No catalyst specified. The reactants are [C:1]([O:5][C:6]([N:8]1[CH2:12][C:11](=[N:13][O:14][CH3:15])[CH2:10][C@H:9]1[C:16]([OH:18])=[O:17])=[O:7])([CH3:4])([CH3:3])[CH3:2].C(OC(N1CC(=O)C[C@H]1C(O)=O)=O)(C)(C)C.NOC[C:38]1[CH:43]=[CH:42][C:41]([O:44][CH3:45])=[CH:40][CH:39]=1. (6) The reactants are N1[CH:6]=[CH:5][C:4]2[C:7]([O:9][C:10](=[O:11])[C:3]=2[CH:2]=1)=O.[NH2:12][CH:13]1[CH2:19][CH2:18][C:17](=[O:20])[NH:16][C:14]1=[O:15].[CH2:21](N(CC)CC)C. No catalyst specified. The product is [C:10]([C:13]1([NH2:12])[CH2:19][CH2:18][C:17](=[O:20])[NH:16][C:14]1=[O:15])([O:9][CH2:7][C:4]1[CH:5]=[CH:6][CH:21]=[CH:2][CH:3]=1)=[O:11]. The yield is 0.170. (7) The catalyst is O.C1(C)C=CC=CC=1. The reactants are Cl.[N:2]1[CH:7]=[CH:6][CH:5]=[C:4]([CH2:8][C:9]([OH:11])=O)[CH:3]=1.[P:12]([OH:15])([OH:14])[OH:13].N1C=CC=C(CC(O)=O)C=1.[OH:26][PH:27]([OH:29])=[O:28].P(Cl)(Cl)(Cl)=O. The yield is 0.710. The product is [CH:6]1[CH:7]=[N:2][CH:3]=[C:4]([CH2:8][C:9]([P:27]([OH:29])([OH:28])=[O:26])([P:12]([OH:15])([OH:14])=[O:13])[OH:11])[CH:5]=1. (8) The reactants are Cl[C:2]1[CH:7]=[C:6]([NH2:8])[CH:5]=[C:4]([Cl:9])[N:3]=1.[O-:10][CH2:11][CH3:12].[Na+].C(O)C. The catalyst is O. The product is [Cl:9][C:4]1[CH:5]=[C:6]([NH2:8])[CH:7]=[C:2]([O:10][CH2:11][CH3:12])[N:3]=1. The yield is 0.454. (9) The reactants are N[C:2]([C:6]1[O:7][CH:8]=[CH:9][CH:10]=1)=[CH:3][C:4]#[N:5].[C:11]([CH2:13][C:14]([NH2:16])=[S:15])#[N:12]. The catalyst is O1CCOCC1. The product is [NH2:5][C:4]1[NH:16][C:14](=[S:15])[C:13]([C:11]#[N:12])=[C:2]([C:6]2[O:7][CH:8]=[CH:9][CH:10]=2)[CH:3]=1. The yield is 0.170. (10) The reactants are Cl[C:2]1[C:11]2[C:6](=[CH:7][CH:8]=[CH:9][CH:10]=2)[C:5]([CH2:12][C:13]2[CH:18]=[CH:17][N:16]=[CH:15][CH:14]=2)=[N:4][N:3]=1.[CH:19]1([NH2:25])[CH2:24][CH2:23][CH2:22][CH2:21][CH2:20]1.C(=O)([O-])O.[Na+]. The yield is 0.00560. The product is [CH:19]1([NH:25][C:2]2[C:11]3[C:6](=[CH:7][CH:8]=[CH:9][CH:10]=3)[C:5]([CH2:12][C:13]3[CH:18]=[CH:17][N:16]=[CH:15][CH:14]=3)=[N:4][N:3]=2)[CH2:24][CH2:23][CH2:22][CH2:21][CH2:20]1. The catalyst is ClCCl.